This data is from Forward reaction prediction with 1.9M reactions from USPTO patents (1976-2016). The task is: Predict the product of the given reaction. (1) Given the reactants Br[C:2]1[N:3]=[C:4]([N:20]2[CH2:25][CH2:24][N:23]([CH2:26][CH2:27][N:28]3[CH2:32][CH2:31][CH2:30][CH2:29]3)[CH:22]([C:33]3[CH:38]=[CH:37][CH:36]=[CH:35][CH:34]=3)[CH2:21]2)[C:5](=[O:19])[N:6]([C:8]2[CH:9]=[C:10]([CH:15]=[CH:16][C:17]=2[CH3:18])[C:11](OC)=[O:12])[CH:7]=1.C([O-])=O.[NH4+].C([N:46](CC)[CH:47]([CH3:49])[CH3:48])(C)C, predict the reaction product. The product is: [CH:47]1([NH:46][C:11](=[O:12])[C:10]2[CH:15]=[CH:16][C:17]([CH3:18])=[C:8]([N:6]3[CH:7]=[CH:2][N:3]=[C:4]([N:20]4[CH2:25][CH2:24][N:23]([CH2:26][CH2:27][N:28]5[CH2:29][CH2:30][CH2:31][CH2:32]5)[CH:22]([C:33]5[CH:38]=[CH:37][CH:36]=[CH:35][CH:34]=5)[CH2:21]4)[C:5]3=[O:19])[CH:9]=2)[CH2:49][CH2:48]1. (2) Given the reactants [CH3:1][O:2][C:3]([C:5]1[C:6](Cl)=[N:7][C:8]([N:12]2[CH2:17][CH2:16][O:15][CH2:14][CH2:13]2)=[CH:9][C:10]=1[CH3:11])=[O:4].[CH:19]1(B(O)O)[CH2:21][CH2:20]1.[O-]P([O-])([O-])=O.[K+].[K+].[K+].C1(P(C2CCCCC2)C2CCCCC2)CCCCC1, predict the reaction product. The product is: [CH3:1][O:2][C:3]([C:5]1[C:6]([CH:19]2[CH2:21][CH2:20]2)=[N:7][C:8]([N:12]2[CH2:17][CH2:16][O:15][CH2:14][CH2:13]2)=[CH:9][C:10]=1[CH3:11])=[O:4]. (3) Given the reactants [OH-].[K+].[NH:3]1[CH2:8][CH2:7][CH2:6][CH2:5][C:4]1=[O:9].[CH2:10](Br)[CH2:11][CH3:12].Br, predict the reaction product. The product is: [CH2:10]([N:3]1[CH2:8][CH2:7][CH2:6][CH2:5][C:4]1=[O:9])[CH2:11][CH3:12]. (4) Given the reactants I[C:2]1[CH:16]=[CH:15][C:5]([O:6][CH2:7][CH2:8][CH2:9][N:10]2[CH2:14][CH2:13][CH2:12][CH2:11]2)=[CH:4][CH:3]=1.[NH:17]1[C:25]2[C:20](=[CH:21][CH:22]=[CH:23][CH:24]=2)[CH:19]=[CH:18]1.[O-]P([O-])([O-])=O.[K+].[K+].[K+], predict the reaction product. The product is: [N:10]1([CH2:9][CH2:8][CH2:7][O:6][C:5]2[CH:15]=[CH:16][C:2]([N:17]3[C:25]4[C:20](=[CH:21][CH:22]=[CH:23][CH:24]=4)[CH:19]=[CH:18]3)=[CH:3][CH:4]=2)[CH2:14][CH2:13][CH2:12][CH2:11]1.